From a dataset of Experimentally validated miRNA-target interactions with 360,000+ pairs, plus equal number of negative samples. Binary Classification. Given a miRNA mature sequence and a target amino acid sequence, predict their likelihood of interaction. (1) The miRNA is mmu-miR-206-3p with sequence UGGAAUGUAAGGAAGUGUGUGG. The protein sequence of the target gene is MKMLLLLCLGLTLVCVHAEEASSTGRNFNVEKINGEWHTIILASDKREKIEDNGNFRLFLEQIHVLENSLVLKFHTVRDEECSELSMVADKTEKAGEYSVTYDGFNTFTIPKTDYDNFLMAHLINEKDGETFQLMGLYGREPDLSSDIKERFAQLCEEHGILRENIIDLSNANRCLQARE. Result: 1 (interaction). (2) The miRNA is hsa-miR-5000-3p with sequence UCAGGACACUUCUGAACUUGGA. The protein sequence of the target gene is MGSLPEEKDSALWSDTPKGPLSAYRARASFNSGELLLFWDGQDVIHFKKTIFSTLENDPLFARSYGADLPLEKLRELNFLRCKRVFEYGFFKVEELLKNPLKILVLINCLGMYDWSLANKCVLHMLVFGTTVFVSGSEKHFKYLEKIYSLEIFGCFALTELSHGSNTKAMRTTAHYDPDTQEFILHSPDFEAAKFWVGNLGKTATHAVVFAQLYMPDGQCHGLHSFLVQIRDTKTLLPMTGVMVGDIGKKLGQNGLDNGFAMFNKVRIPRQNLLDRTGNITSEGTYNSPFKDVRQRLGAS.... Result: 0 (no interaction).